This data is from Tox21: 12 toxicity assays (nuclear receptors and stress response pathways). The task is: Binary classification across 12 toxicity assays. (1) The compound is CC=CC=CCOC(=O)C(C)C. It tested positive (active) for: SR-ARE (Antioxidant Response Element (oxidative stress)). (2) The compound is CCO[Si](CCCCl)(OCC)OCC. It tested positive (active) for: SR-MMP (Mitochondrial Membrane Potential disruption). (3) The molecule is N#CCCl. It tested positive (active) for: NR-ER (Estrogen Receptor agonist activity). (4) The drug is Oc1nc(Cl)c(Cl)cc1Cl. It tested positive (active) for: NR-AhR (Aryl hydrocarbon Receptor agonist activity), SR-ARE (Antioxidant Response Element (oxidative stress)), and SR-MMP (Mitochondrial Membrane Potential disruption). (5) The drug is CCOP(=S)(OCC)Oc1ccc([N+](=O)[O-])cc1. It tested positive (active) for: NR-AhR (Aryl hydrocarbon Receptor agonist activity), and SR-MMP (Mitochondrial Membrane Potential disruption). (6) The molecule is CCCNC(C)(C)COC(=O)c1ccccc1. It tested positive (active) for: NR-PPAR-gamma (PPAR-gamma nuclear receptor agonist).